Dataset: Full USPTO retrosynthesis dataset with 1.9M reactions from patents (1976-2016). Task: Predict the reactants needed to synthesize the given product. (1) Given the product [C:20]1([C:23]2[CH:24]=[CH:25][CH:26]=[CH:27][CH:28]=2)[CH:21]=[CH:22][C:17]([CH:14]2[C:13]3[C:29]([CH3:30])=[C:9]([NH2:8])[C:10]([CH3:32])=[C:11]([CH3:31])[C:12]=3[O:16][CH2:15]2)=[CH:18][CH:19]=1, predict the reactants needed to synthesize it. The reactants are: C([NH:8][C:9]1[C:10]([CH3:32])=[C:11]([CH3:31])[C:12]2[O:16][CH2:15][CH:14]([C:17]3[CH:22]=[CH:21][C:20]([C:23]4[CH:28]=[CH:27][CH:26]=[CH:25][CH:24]=4)=[CH:19][CH:18]=3)[C:13]=2[C:29]=1[CH3:30])C1C=CC=CC=1. (2) Given the product [Cl:13][C:4]1[CH:3]=[C:2]([CH:25]=[CH:24][C:19]([CH:14]2[CH2:15][CH2:16][CH2:17][CH2:18]2)([OH:26])[CH2:20][C:21]([OH:23])=[O:22])[CH:7]=[CH:6][C:5]=1[C:8]([C:9]#[N:10])([CH3:12])[CH3:11], predict the reactants needed to synthesize it. The reactants are: Br[C:2]1[CH:7]=[CH:6][C:5]([C:8]([CH3:12])([CH3:11])[C:9]#[N:10])=[C:4]([Cl:13])[CH:3]=1.[CH:14]1([C@:19]([OH:26])([CH:24]=[CH2:25])[CH2:20][C:21]([OH:23])=[O:22])[CH2:18][CH2:17][CH2:16][CH2:15]1.CC([O-])=O.[Na+].[H][H]. (3) Given the product [CH2:12]([O:6][C:5]1[CH:4]=[C:3]([CH:11]=[CH:10][C:7]=1[O:8][CH3:9])[CH:2]=[O:1])[C:13]1[CH:18]=[CH:17][CH:16]=[CH:15][CH:14]=1, predict the reactants needed to synthesize it. The reactants are: [O:1]=[CH:2][C:3]1[CH:11]=[CH:10][C:7]([O:8][CH3:9])=[C:5]([OH:6])[CH:4]=1.[CH2:12](Cl)[C:13]1[CH:18]=[CH:17][CH:16]=[CH:15][CH:14]=1.C([O-])([O-])=O.[K+].[K+]. (4) The reactants are: [C:1]([CH2:5][C:6]([O:8][CH2:9][CH3:10])=[O:7])(=[O:4])[CH2:2][CH3:3].S(Cl)([Cl:14])(=O)=O. Given the product [Cl:14][CH:5]([C:1](=[O:4])[CH2:2][CH3:3])[C:6]([O:8][CH2:9][CH3:10])=[O:7], predict the reactants needed to synthesize it.